From a dataset of Full USPTO retrosynthesis dataset with 1.9M reactions from patents (1976-2016). Predict the reactants needed to synthesize the given product. (1) Given the product [CH2:34]([NH:41][C:17]([C:13]1[CH:12]=[C:11]([C:7]2[CH:8]=[CH:9][CH:10]=[C:5]([C:3]([O:2][CH3:1])=[O:4])[CH:6]=2)[CH:16]=[CH:15][CH:14]=1)=[O:19])[C:35]1[CH:40]=[CH:39][CH:38]=[CH:37][CH:36]=1, predict the reactants needed to synthesize it. The reactants are: [CH3:1][O:2][C:3]([C:5]1[CH:6]=[C:7]([C:11]2[CH:16]=[CH:15][CH:14]=[C:13]([C:17]([OH:19])=O)[CH:12]=2)[CH:8]=[CH:9][CH:10]=1)=[O:4].C(Cl)CCl.C1C=CC2N(O)N=NC=2C=1.[CH2:34]([NH2:41])[C:35]1[CH:40]=[CH:39][CH:38]=[CH:37][CH:36]=1. (2) Given the product [F:13][CH:11]([F:12])[O:10][C:7]1[CH:8]=[CH:9][C:4]([N:1]2[CH:21]=[C:20]([C:19]([O:23][CH2:24][CH3:25])=[O:22])[N:3]=[N:2]2)=[CH:5][CH:6]=1, predict the reactants needed to synthesize it. The reactants are: [N:1]([C:4]1[CH:9]=[CH:8][C:7]([O:10][CH:11]([F:13])[F:12])=[CH:6][CH:5]=1)=[N+:2]=[N-:3].C1COCC1.[C:19]([O:23][CH2:24][CH3:25])(=[O:22])[C:20]#[CH:21].N1C(C)=CC=CC=1C. (3) Given the product [N:1]([CH:6]1[CH2:12][CH:11]([C:13]2[CH:18]=[CH:17][CH:16]=[CH:15][CH:14]=2)[CH2:10][CH2:9][N:8]([CH2:19][CH:20]2[CH2:22][CH2:21]2)[C:7]1=[O:23])=[N+:2]=[N-:3], predict the reactants needed to synthesize it. The reactants are: [N-:1]=[N+:2]=[N-:3].[Na+].Br[CH:6]1[CH2:12][CH:11]([C:13]2[CH:18]=[CH:17][CH:16]=[CH:15][CH:14]=2)[CH2:10][CH2:9][N:8]([CH2:19][CH:20]2[CH2:22][CH2:21]2)[C:7]1=[O:23]. (4) Given the product [N:29]1([CH2:38][C@@H:40]2[CH2:44][CH2:43][CH2:42][N:41]2[CH2:45][C:46]2[CH:47]=[CH:48][C:49](/[CH:52]=[CH:53]/[C:54]([NH:56][OH:57])=[O:55])=[CH:50][CH:51]=2)[C:37]2[C:32](=[CH:33][CH:34]=[CH:35][CH:36]=2)[CH2:31][CH2:30]1, predict the reactants needed to synthesize it. The reactants are: ONC(=O)/C=C/C1C=CC(CN2CCC[C@H]2CC2C3C(=CC=CC=3)NC=2)=CC=1.[N:29]1([C:38]([C@H:40]2[CH2:44][CH2:43][CH2:42][N:41]2[CH2:45][C:46]2[CH:51]=[CH:50][C:49](/[CH:52]=[CH:53]/[C:54]([NH:56][OH:57])=[O:55])=[CH:48][CH:47]=2)=O)[C:37]2[C:32](=[CH:33][CH:34]=[CH:35][CH:36]=2)[CH2:31][CH2:30]1.N1(C([C@@H]2CCCN2CC2C=CC(/C=C/C(NO)=O)=CC=2)=O)C2C(=CC=CC=2)CC1. (5) Given the product [C:5]1([C:3]([CH3:2])([OH:4])[C:23]([OH:24])=[O:26])[CH:18]=[CH:17][CH:11]=[CH:9][CH:7]=1, predict the reactants needed to synthesize it. The reactants are: O=[CH:2][C@@H:3]([C@H:5]([C@@H:7]([C@@H:9]([CH2:11]O)O)O)O)[OH:4].[Na+].[Cl-].Cl.N[C@H:17](C(O)=O)[CH2:18]S.[C:23](=[O:26])([O-])[O-:24].[Ca+2]. (6) Given the product [CH2:1]([NH:3][C:4]([NH:6][C:7]1[CH:8]=[CH:9][C:10]([C:13]2[N:14]=[C:15]([N:23]3[CH2:28][CH2:27][CH:26]([O:29][CH3:30])[CH2:25][CH2:24]3)[C:16]3[CH2:22][CH2:21][N:20]([C:32]4[N:37]=[CH:36][CH:35]=[CH:34][N:33]=4)[CH2:19][C:17]=3[N:18]=2)=[CH:11][CH:12]=1)=[O:5])[CH3:2], predict the reactants needed to synthesize it. The reactants are: [CH2:1]([NH:3][C:4]([NH:6][C:7]1[CH:12]=[CH:11][C:10]([C:13]2[N:14]=[C:15]([N:23]3[CH2:28][CH2:27][CH:26]([O:29][CH3:30])[CH2:25][CH2:24]3)[C:16]3[CH2:22][CH2:21][NH:20][CH2:19][C:17]=3[N:18]=2)=[CH:9][CH:8]=1)=[O:5])[CH3:2].Cl[C:32]1[N:37]=[CH:36][CH:35]=[CH:34][N:33]=1.